From a dataset of TCR-epitope binding with 47,182 pairs between 192 epitopes and 23,139 TCRs. Binary Classification. Given a T-cell receptor sequence (or CDR3 region) and an epitope sequence, predict whether binding occurs between them. (1) The epitope is RAKFKQLL. Result: 1 (the TCR binds to the epitope). The TCR CDR3 sequence is CASSQIRGGTEAFF. (2) The epitope is GPGHKARVL. The TCR CDR3 sequence is CASSPSGTPYEQYF. Result: 1 (the TCR binds to the epitope). (3) Result: 1 (the TCR binds to the epitope). The epitope is IVTDFSVIK. The TCR CDR3 sequence is CASSVGVLAGNEQFF. (4) The epitope is FLNRFTTTL. The TCR CDR3 sequence is CSVEDLGNNEQFF. Result: 1 (the TCR binds to the epitope). (5) Result: 1 (the TCR binds to the epitope). The epitope is FLNGSCGSV. The TCR CDR3 sequence is CASSPAGGPPNEQFF.